Dataset: Peptide-MHC class II binding affinity with 134,281 pairs from IEDB. Task: Regression. Given a peptide amino acid sequence and an MHC pseudo amino acid sequence, predict their binding affinity value. This is MHC class II binding data. The peptide sequence is AFKVAFTAANAAPAN. The MHC is DRB1_0401 with pseudo-sequence DRB1_0401. The binding affinity (normalized) is 0.825.